This data is from Forward reaction prediction with 1.9M reactions from USPTO patents (1976-2016). The task is: Predict the product of the given reaction. Given the reactants [F:1][C:2]1[CH:9]=[C:8]([CH2:10][CH2:11][OH:12])[CH:7]=[C:6]([O:13][CH3:14])[C:3]=1[C:4]#[N:5].CC(OI1(OC(C)=O)(OC(C)=O)OC(=O)C2C=CC=CC1=2)=O, predict the reaction product. The product is: [F:1][C:2]1[CH:9]=[C:8]([CH2:10][CH:11]=[O:12])[CH:7]=[C:6]([O:13][CH3:14])[C:3]=1[C:4]#[N:5].